Dataset: Forward reaction prediction with 1.9M reactions from USPTO patents (1976-2016). Task: Predict the product of the given reaction. (1) Given the reactants [CH:1]1([C@H:7]([NH:37][C:38]([C:40]2[CH:45]=[N:44][CH:43]=[CH:42][N:41]=2)=[O:39])[C:8]([NH:10][C@@H:11]([C:33]([CH3:36])([CH3:35])[CH3:34])[C:12]([N:14]([C@H:16]2[CH2:20][N:19]([C:21](=[O:29])[NH:22][C:23]3[CH:28]=[CH:27][CH:26]=[CH:25][CH:24]=3)[CH2:18][C@H:17]2[C:30]([OH:32])=O)[CH3:15])=[O:13])=[O:9])[CH2:6][CH2:5][CH2:4][CH2:3][CH2:2]1.ON1C2C=CC=CC=2N=N1.CCN(C(C)C)C(C)C.[NH2:65][CH:66]([CH2:75][CH2:76][CH3:77])[CH:67]([OH:74])[C:68]([NH:70][CH:71]1[CH2:73][CH2:72]1)=[O:69], predict the reaction product. The product is: [CH:1]1([C@H:7]([NH:37][C:38]([C:40]2[CH:45]=[N:44][CH:43]=[CH:42][N:41]=2)=[O:39])[C:8]([NH:10][C@@H:11]([C:33]([CH3:36])([CH3:35])[CH3:34])[C:12]([N:14]([C@H:16]2[CH2:20][N:19]([C:21]([NH:22][C:23]3[CH:24]=[CH:25][CH:26]=[CH:27][CH:28]=3)=[O:29])[CH2:18][C@H:17]2[C:30]([NH:65][C@@H:66]([CH2:75][CH2:76][CH3:77])[CH:67]([OH:74])[C:68]([NH:70][CH:71]2[CH2:72][CH2:73]2)=[O:69])=[O:32])[CH3:15])=[O:13])=[O:9])[CH2:2][CH2:3][CH2:4][CH2:5][CH2:6]1. (2) Given the reactants [CH:1]1([C:6]2[NH:14][C:13]3[C:12](=[O:15])[N:11]([CH2:16][CH2:17][CH3:18])[C:10](Cl)=[N:9][C:8]=3[N:7]=2)[CH2:5][CH2:4][CH2:3][CH2:2]1.[H-].[Na+].[CH3:22][OH:23], predict the reaction product. The product is: [CH:1]1([C:6]2[NH:14][C:13]3[C:12](=[O:15])[N:11]([CH2:16][CH2:17][CH3:18])[C:10]([O:23][CH3:22])=[N:9][C:8]=3[N:7]=2)[CH2:5][CH2:4][CH2:3][CH2:2]1. (3) The product is: [Cl:1][C:2]1[N:7]=[C:6]([NH:20][S:17]([C:15]2[S:16][C:12]([Cl:11])=[CH:13][CH:14]=2)(=[O:19])=[O:18])[C:5]([O:9][CH3:10])=[CH:4][N:3]=1. Given the reactants [Cl:1][CH:2]1[N:7](Cl)[CH:6]=[C:5]([O:9][CH3:10])[CH:4]=[N:3]1.[Cl:11][C:12]1[S:16][C:15]([S:17]([NH2:20])(=[O:19])=[O:18])=[CH:14][CH:13]=1, predict the reaction product.